From a dataset of Full USPTO retrosynthesis dataset with 1.9M reactions from patents (1976-2016). Predict the reactants needed to synthesize the given product. (1) The reactants are: C(N=C=N[CH2:6][CH2:7][CH2:8]N(C)C)C.C([O:16][C:17]([NH:19][C@H:20]1[CH2:24][CH2:23][N:22]([C:25](=[O:45])[CH2:26][N:27]([CH2:41][C:42](O)=[O:43])[C:28]2[CH:33]=[CH:32][C:31]([O:34][C:35]3[CH:40]=[CH:39][CH:38]=[CH:37][CH:36]=3)=[CH:30][CH:29]=2)[CH2:21]1)=[O:18])CCC.ON1C2N=CC=C[C:50]=2N=N1.[F:56][C:57]1[CH:58]=[C:59]([CH:62]=[C:63]([C:65]([F:68])([F:67])[F:66])[CH:64]=1)[CH2:60][NH2:61].CN1CCOCC1. Given the product [F:56][C:57]1[CH:58]=[C:59]([CH:62]=[C:63]([C:65]([F:66])([F:67])[F:68])[CH:64]=1)[CH2:60][NH:61][C:42]([CH2:41][N:27]([C:28]1[CH:29]=[CH:30][C:31]([O:34][C:35]2[CH:40]=[CH:39][CH:38]=[CH:37][CH:36]=2)=[CH:32][CH:33]=1)[CH2:26][C:25]([N:22]1[CH2:23][CH2:24][C@H:20]([NH:19][C:17](=[O:18])[O:16][C:7]([CH3:8])([CH3:50])[CH3:6])[CH2:21]1)=[O:45])=[O:43], predict the reactants needed to synthesize it. (2) Given the product [Cl:1][C:2]1[N:7]=[C:6]([C:17]2[CH:16]=[CH:15][CH:14]=[C:13]([O:12][CH:9]([CH3:11])[CH3:10])[CH:18]=2)[CH:5]=[CH:4][N:3]=1, predict the reactants needed to synthesize it. The reactants are: [Cl:1][C:2]1[N:7]=[C:6](Cl)[CH:5]=[CH:4][N:3]=1.[CH:9]([O:12][C:13]1[CH:14]=[C:15](B(O)O)[CH:16]=[CH:17][CH:18]=1)([CH3:11])[CH3:10].